Task: Predict the reaction yield, written as a fraction of the theoretical maximum amount of product (1.0 means a 100% yield; for example, 0.34 means a 34% yield).. Dataset: Reaction yield outcomes from USPTO patents with 853,638 reactions (1) The reactants are C([NH:5][S:6]([C:9]1[CH:10]=[C:11]([C:15]2[CH:20]=[CH:19][CH:18]=[C:17]([C:21]3[N:26]=[C:25]([C:27]4[CH:32]=[CH:31][C:30]([F:33])=[C:29]([F:34])[CH:28]=4)[CH:24]=[C:23]([C:35]([F:38])([F:37])[F:36])[N:22]=3)[CH:16]=2)[CH:12]=[CH:13][CH:14]=1)(=[O:8])=[O:7])(C)(C)C.C(O)(C(F)(F)F)=O. The catalyst is ClCCl. The product is [F:34][C:29]1[CH:28]=[C:27]([C:25]2[CH:24]=[C:23]([C:35]([F:38])([F:36])[F:37])[N:22]=[C:21]([C:17]3[CH:16]=[C:15]([C:11]4[CH:12]=[CH:13][CH:14]=[C:9]([S:6]([NH2:5])(=[O:7])=[O:8])[CH:10]=4)[CH:20]=[CH:19][CH:18]=3)[N:26]=2)[CH:32]=[CH:31][C:30]=1[F:33]. The yield is 0.530. (2) The reactants are Cl.C(N=C=NCCCN(C)C)C.[C:13]1([CH2:19][O:20][C:21]([C:23]2([NH2:29])[CH2:28][CH2:27][CH2:26][CH2:25][CH2:24]2)=[O:22])[CH:18]=[CH:17][CH:16]=[CH:15][CH:14]=1.ON1C2C=CC=CC=2N=N1.[C:40]1([C:49]2[CH:54]=[CH:53][CH:52]=[CH:51][CH:50]=2)[CH:45]=[CH:44][C:43]([C:46](O)=[O:47])=[CH:42][CH:41]=1. The catalyst is C(Cl)Cl. The product is [C:13]1([CH2:19][O:20][C:21]([C:23]2([NH:29][C:46]([C:43]3[CH:44]=[CH:45][C:40]([C:49]4[CH:50]=[CH:51][CH:52]=[CH:53][CH:54]=4)=[CH:41][CH:42]=3)=[O:47])[CH2:24][CH2:25][CH2:26][CH2:27][CH2:28]2)=[O:22])[CH:14]=[CH:15][CH:16]=[CH:17][CH:18]=1. The yield is 0.850.